From a dataset of Forward reaction prediction with 1.9M reactions from USPTO patents (1976-2016). Predict the product of the given reaction. (1) Given the reactants [Cl:1][C:2]1[CH:3]=[C:4]([C:9]2[N:13]([CH3:14])[N:12]=[C:11]([C:15](=[N:17][NH:18][C:19]([C:21]3[CH:30]=[CH:29][C:24]([C:25]([O:27]C)=[O:26])=[C:23]([N+:31]([O-:33])=[O:32])[CH:22]=3)=[O:20])[CH3:16])[C:10]=2[OH:34])[CH:5]=[CH:6][C:7]=1[Cl:8].[OH-].[Na+], predict the reaction product. The product is: [Cl:1][C:2]1[CH:3]=[C:4]([C:9]2[N:13]([CH3:14])[N:12]=[C:11]([C:15](=[N:17][NH:18][C:19]([C:21]3[CH:30]=[CH:29][C:24]([C:25]([OH:27])=[O:26])=[C:23]([N+:31]([O-:33])=[O:32])[CH:22]=3)=[O:20])[CH3:16])[C:10]=2[OH:34])[CH:5]=[CH:6][C:7]=1[Cl:8]. (2) Given the reactants C[Si]([N-][Si](C)(C)C)(C)C.[Na+].[CH3:11][O:12][C:13]([CH2:15]P(OC)(OC)=O)=[O:14].[CH2:22]([C:24]1[CH:29]=[CH:28][CH:27]=[C:26]([CH2:30][CH3:31])[C:25]=1[C:32]1[NH:37][C:36]([CH3:40])(C=O)[CH:35]=[C:34]([CH2:41][CH3:42])[CH:33]=1)[CH3:23].[CH:43]1C=NC=C(CO)C=1.[NH4+].[Cl-], predict the reaction product. The product is: [CH3:11][O:12][C:13](=[O:14])[CH:15]=[CH:43][C:35]1[C:36]([CH3:40])=[N:37][C:32]([C:25]2[C:26]([CH2:30][CH3:31])=[CH:27][CH:28]=[CH:29][C:24]=2[CH2:22][CH3:23])=[CH:33][C:34]=1[CH2:41][CH3:42]. (3) Given the reactants [Cl:1][C:2]1[C:7]([Cl:8])=[C:6]([C:9]2[S:13][C:12]([C:14]3[N:18]([CH2:19][C:20]4[CH:25]=[CH:24][C:23]([O:26][CH3:27])=[CH:22][CH:21]=4)[C:17]([C:28]([OH:31])([CH3:30])[CH3:29])=[N:16][N:15]=3)=[N:11][C:10]=2[CH2:32][OH:33])[CH:5]=[CH:4][C:3]=1[C:34]([OH:43])([C:39]([F:42])([F:41])[F:40])[C:35]([F:38])([F:37])[F:36].C(#N)C.CC1(C)N([O])C(C)(C)CCC1.C(O)(=[O:60])C.C(O)(=O)C.IC1C=CC=CC=1, predict the reaction product. The product is: [Cl:8][C:7]1[C:2]([Cl:1])=[C:3]([C:34]([OH:43])([C:39]([F:41])([F:40])[F:42])[C:35]([F:38])([F:37])[F:36])[CH:4]=[CH:5][C:6]=1[C:9]1[S:13][C:12]([C:14]2[N:18]([CH2:19][C:20]3[CH:21]=[CH:22][C:23]([O:26][CH3:27])=[CH:24][CH:25]=3)[C:17]([C:28]([OH:31])([CH3:29])[CH3:30])=[N:16][N:15]=2)=[N:11][C:10]=1[C:32]([OH:60])=[O:33]. (4) The product is: [ClH:1].[NH2:9][CH2:10][C@H:11]1[CH2:12][CH2:13][C@H:14]([C:17]([NH:19][C@@H:20]([CH2:44][C:45]2[CH:46]=[CH:47][C:48]([C:51]3[CH:56]=[CH:55][CH:54]=[CH:53][C:52]=3[C:57](=[O:59])[NH2:58])=[CH:49][CH:50]=2)[C:21]([NH:23][C:24]2[CH:29]=[CH:28][C:27]([C:30]3[NH:34][N:33]=[C:32]([C:35]([F:43])([F:42])[C:36]([F:40])([F:41])[C:37]([OH:39])=[O:38])[N:31]=3)=[CH:26][CH:25]=2)=[O:22])=[O:18])[CH2:15][CH2:16]1. Given the reactants [ClH:1].C(OC([NH:9][CH2:10][C@H:11]1[CH2:16][CH2:15][C@H:14]([C:17]([NH:19][C@@H:20]([CH2:44][C:45]2[CH:50]=[CH:49][C:48]([C:51]3[CH:56]=[CH:55][CH:54]=[CH:53][C:52]=3[C:57](=[O:59])[NH2:58])=[CH:47][CH:46]=2)[C:21]([NH:23][C:24]2[CH:29]=[CH:28][C:27]([C:30]3[NH:34][N:33]=[C:32]([C:35]([F:43])([F:42])[C:36]([F:41])([F:40])[C:37]([OH:39])=[O:38])[N:31]=3)=[CH:26][CH:25]=2)=[O:22])=[O:18])[CH2:13][CH2:12]1)=O)(C)(C)C.C(#N)C, predict the reaction product. (5) Given the reactants [OH:1][C:2]1[CH:3]=[C:4]2[C:9](=[CH:10][CH:11]=1)[NH:8][C:7]([C:12]([OH:14])=O)=[CH:6][C:5]2=[O:15].[CH2:16]([C:23]1([OH:29])[CH2:28][CH2:27][NH:26][CH2:25][CH2:24]1)[C:17]1[CH:22]=[CH:21][CH:20]=[CH:19][CH:18]=1, predict the reaction product. The product is: [CH2:16]([C:23]1([OH:29])[CH2:28][CH2:27][N:26]([C:12]([C:7]2[NH:8][C:9]3[C:4]([C:5](=[O:15])[CH:6]=2)=[CH:3][C:2]([OH:1])=[CH:11][CH:10]=3)=[O:14])[CH2:25][CH2:24]1)[C:17]1[CH:18]=[CH:19][CH:20]=[CH:21][CH:22]=1.